From a dataset of NCI-60 drug combinations with 297,098 pairs across 59 cell lines. Regression. Given two drug SMILES strings and cell line genomic features, predict the synergy score measuring deviation from expected non-interaction effect. (1) Drug 1: CC1=CC2C(CCC3(C2CCC3(C(=O)C)OC(=O)C)C)C4(C1=CC(=O)CC4)C. Drug 2: CC1C(C(CC(O1)OC2CC(CC3=C2C(=C4C(=C3O)C(=O)C5=C(C4=O)C(=CC=C5)OC)O)(C(=O)CO)O)N)O.Cl. Cell line: UO-31. Synergy scores: CSS=56.5, Synergy_ZIP=4.71, Synergy_Bliss=9.56, Synergy_Loewe=-22.3, Synergy_HSA=8.77. (2) Drug 1: CC1=C(C=C(C=C1)NC2=NC=CC(=N2)N(C)C3=CC4=NN(C(=C4C=C3)C)C)S(=O)(=O)N.Cl. Drug 2: CC1=C(C=C(C=C1)NC(=O)C2=CC=C(C=C2)CN3CCN(CC3)C)NC4=NC=CC(=N4)C5=CN=CC=C5. Cell line: MDA-MB-435. Synergy scores: CSS=-5.33, Synergy_ZIP=2.72, Synergy_Bliss=1.96, Synergy_Loewe=-1.34, Synergy_HSA=-2.05. (3) Drug 1: C1CCN(CC1)CCOC2=CC=C(C=C2)C(=O)C3=C(SC4=C3C=CC(=C4)O)C5=CC=C(C=C5)O. Drug 2: CC1CCCC2(C(O2)CC(NC(=O)CC(C(C(=O)C(C1O)C)(C)C)O)C(=CC3=CSC(=N3)C)C)C. Cell line: T-47D. Synergy scores: CSS=13.6, Synergy_ZIP=-3.33, Synergy_Bliss=1.45, Synergy_Loewe=4.28, Synergy_HSA=4.67. (4) Drug 1: CS(=O)(=O)CCNCC1=CC=C(O1)C2=CC3=C(C=C2)N=CN=C3NC4=CC(=C(C=C4)OCC5=CC(=CC=C5)F)Cl. Drug 2: C1CC(=O)NC(=O)C1N2C(=O)C3=CC=CC=C3C2=O. Cell line: HL-60(TB). Synergy scores: CSS=-1.29, Synergy_ZIP=1.87, Synergy_Bliss=4.45, Synergy_Loewe=0.0781, Synergy_HSA=0.364. (5) Drug 1: CC(C1=C(C=CC(=C1Cl)F)Cl)OC2=C(N=CC(=C2)C3=CN(N=C3)C4CCNCC4)N. Drug 2: C1=CC=C(C=C1)NC(=O)CCCCCCC(=O)NO. Cell line: EKVX. Synergy scores: CSS=8.32, Synergy_ZIP=-1.87, Synergy_Bliss=-0.140, Synergy_Loewe=-0.402, Synergy_HSA=-0.738. (6) Drug 1: C1CN1C2=NC(=NC(=N2)N3CC3)N4CC4. Drug 2: CNC(=O)C1=NC=CC(=C1)OC2=CC=C(C=C2)NC(=O)NC3=CC(=C(C=C3)Cl)C(F)(F)F. Cell line: M14. Synergy scores: CSS=7.54, Synergy_ZIP=-18.0, Synergy_Bliss=-38.1, Synergy_Loewe=-37.8, Synergy_HSA=-33.9.